Dataset: Peptide-MHC class I binding affinity with 185,985 pairs from IEDB/IMGT. Task: Regression. Given a peptide amino acid sequence and an MHC pseudo amino acid sequence, predict their binding affinity value. This is MHC class I binding data. The peptide sequence is LVFNSISARA. The MHC is HLA-A68:02 with pseudo-sequence HLA-A68:02. The binding affinity (normalized) is 0.526.